The task is: Predict the product of the given reaction.. This data is from Forward reaction prediction with 1.9M reactions from USPTO patents (1976-2016). (1) Given the reactants Cl[C:2]1[N:13]=[C:12]2[N:14]3[C:8](=[N:9][C:10](Cl)=[N:11]2)[N:7]=[C:6](Cl)[N:5]=[C:4]3[N:3]=1.[NH2:17][C:18]1[CH:34]=[CH:33][C:21]([C:22]([O:24][CH2:25][CH:26]([CH2:31][CH3:32])[CH2:27][CH2:28][CH2:29][CH3:30])=[O:23])=[CH:20][CH:19]=1, predict the reaction product. The product is: [CH2:31]([CH:26]([CH2:27][CH2:28][CH2:29][CH3:30])[CH2:25][O:24][C:22]([C:21]1[CH:20]=[CH:19][C:18]([NH:17][C:2]2[N:13]=[C:12]3[N:14]4[C:8](=[N:9][C:10]([NH:17][C:18]5[CH:34]=[CH:33][C:21]([C:22]([O:24][CH2:25][CH:26]([CH2:31][CH3:32])[CH2:27][CH2:28][CH2:29][CH3:30])=[O:23])=[CH:20][CH:19]=5)=[N:11]3)[N:7]=[C:6]([NH:17][C:18]3[CH:19]=[CH:20][C:21]([C:22]([O:24][CH2:25][CH:26]([CH2:31][CH3:32])[CH2:27][CH2:28][CH2:29][CH3:30])=[O:23])=[CH:33][CH:34]=3)[N:5]=[C:4]4[N:3]=2)=[CH:34][CH:33]=1)=[O:23])[CH3:32]. (2) Given the reactants [C:1]1([C@@H:7]2[C@H:13]([C:14]3[CH:19]=[CH:18][CH:17]=[CH:16][CH:15]=3)[CH2:12][CH2:11][NH:10][C:9](=O)[CH2:8]2)[CH:6]=[CH:5][CH:4]=[CH:3][CH:2]=1.[H-].[H-].[H-].[H-].[Li+].[Al+3], predict the reaction product. The product is: [C:14]1([C@@H:13]2[C@H:7]([C:1]3[CH:6]=[CH:5][CH:4]=[CH:3][CH:2]=3)[CH2:8][CH2:9][NH:10][CH2:11][CH2:12]2)[CH:15]=[CH:16][CH:17]=[CH:18][CH:19]=1. (3) Given the reactants [Mg].[Cl:2][C:3]1[CH:10]=[CH:9][C:6]([CH2:7]Br)=[CH:5][CH:4]=1.[CH:11](=[O:15])[CH:12]([CH3:14])[CH3:13], predict the reaction product. The product is: [Cl:2][C:3]1[CH:10]=[CH:9][C:6]([CH2:7][CH:11]([OH:15])[CH:12]([CH3:14])[CH3:13])=[CH:5][CH:4]=1. (4) Given the reactants II.C([O-])([O-])=O.[Ca+2].[C:8]([O:11][C@@H:12]1[CH2:31][CH2:30][C@@:29]2([CH3:32])[C@@H:14]([CH2:15][CH2:16][C@@H:17]3[C@@H:28]2[CH2:27][CH2:26][C@@:25]2([CH3:33])[C@H:18]3[CH2:19][CH2:20][C@@H:21]2[C:22](=[O:24])[CH3:23])[CH2:13]1)(=[O:10])[CH3:9].[C:34]([O:37][C@@H:38]1[CH2:59][CH2:58][C@@:57]2([CH3:60])[C@@H:40]([CH2:41][CH2:42][C@@H:43]3[C@@H:56]2[CH2:55][CH2:54][C@@:53]2([CH3:61])[C@H:44]3[CH2:45][CH2:46][C@@H:47]2[C:48]([OH:52])([C:50]#[N:51])[CH3:49])[CH2:39]1)(=[O:36])[CH3:35], predict the reaction product. The product is: [C:8]([O:11][C@@H:12]1[CH2:31][CH2:30][C@@:29]2([CH3:32])[C@@H:14]([CH2:15][CH2:16][C@@H:17]3[C@@H:28]2[CH2:27][CH2:26][C@@:25]2([CH2:33][C:50]#[N:51])[C@H:18]3[CH2:19][CH2:20][C@@H:21]2[C:22](=[O:24])[CH3:23])[CH2:13]1)(=[O:10])[CH3:9].[C:34]([O:37][C@@H:38]1[CH2:59][CH2:58][C@@:57]2([CH3:60])[C@@H:40]([CH2:41][CH2:42][C@@H:43]3[C@@H:56]2[CH2:55][CH2:54][C@@:53]2([CH3:61])[C@H:44]3[CH2:45][CH2:46][C@@H:47]2[C:48](=[O:52])[CH3:49])[CH2:39]1)(=[O:36])[CH3:35]. (5) Given the reactants [C:1]([N:8]1[CH2:13][CH2:12][CH:11]([CH2:14][CH2:15]O)[CH2:10][CH2:9]1)([O:3][C:4]([CH3:7])([CH3:6])[CH3:5])=[O:2].C(Br)(Br)(Br)[Br:18].C1(P(C2C=CC=CC=2)C2C=CC=CC=2)C=CC=CC=1.C(OCC)C, predict the reaction product. The product is: [C:1]([N:8]1[CH2:13][CH2:12][CH:11]([CH2:14][CH2:15][Br:18])[CH2:10][CH2:9]1)([O:3][C:4]([CH3:7])([CH3:6])[CH3:5])=[O:2]. (6) Given the reactants Br[C:2]1[CH:3]=[CH:4][C:5]2[N:9]=[C:8]([C@@H:10]3[CH2:15][C@@H:14]4[C@@H:12]([CH2:13]4)[N:11]3[C:16]([O:18][C:19]([CH3:22])([CH3:21])[CH3:20])=[O:17])[NH:7][C:6]=2[CH:23]=1.[B:24]1([B:24]2[O:28][C:27]([CH3:30])([CH3:29])[C:26]([CH3:32])([CH3:31])[O:25]2)[O:28][C:27]([CH3:30])([CH3:29])[C:26]([CH3:32])([CH3:31])[O:25]1.C([O-])(=O)C.[K+], predict the reaction product. The product is: [CH3:31][C:26]1([CH3:32])[C:27]([CH3:30])([CH3:29])[O:28][B:24]([C:2]2[CH:3]=[CH:4][C:5]3[N:9]=[C:8]([C@@H:10]4[CH2:15][C@@H:14]5[C@@H:12]([CH2:13]5)[N:11]4[C:16]([O:18][C:19]([CH3:22])([CH3:21])[CH3:20])=[O:17])[NH:7][C:6]=3[CH:23]=2)[O:25]1.